Dataset: Full USPTO retrosynthesis dataset with 1.9M reactions from patents (1976-2016). Task: Predict the reactants needed to synthesize the given product. (1) Given the product [Cl:10][C:11]1[N:16]=[C:15]([N:24]2[CH2:25][CH2:26][C@H:22]([NH2:21])[CH2:23]2)[CH:14]=[C:13]([CH2:18][CH2:19][CH3:20])[N:12]=1, predict the reactants needed to synthesize it. The reactants are: C(N(C(C)C)CC)(C)C.[Cl:10][C:11]1[N:16]=[C:15](Cl)[CH:14]=[C:13]([CH2:18][CH2:19][CH3:20])[N:12]=1.[NH2:21][C@H:22]1[CH2:26][CH2:25][NH:24][CH2:23]1.ClCCl. (2) Given the product [Br:18][C:19]1[CH:24]=[C:23]([C:12]2[C:11]3[C:6]([C:5]4[CH:4]=[CH:3][CH:2]=[CH:1][C:14]=4[CH:13]=2)=[CH:7][CH:8]=[CH:9][CH:10]=3)[CH:22]=[CH:21][CH:20]=1, predict the reactants needed to synthesize it. The reactants are: [CH:1]1[C:14]2[CH:13]=[C:12](B(O)O)[C:11]3[C:6](=[CH:7][CH:8]=[CH:9][CH:10]=3)[C:5]=2[CH:4]=[CH:3][CH:2]=1.[Br:18][C:19]1[CH:20]=[C:21](I)[CH:22]=[CH:23][CH:24]=1.C(=O)([O-])[O-].[Na+].[Na+]. (3) Given the product [CH3:11][O:10][C:9]1[C:4]([C:3]([NH2:23])=[O:2])=[C:5]([CH3:14])[N:6]=[C:7]([O:12][CH3:13])[CH:8]=1, predict the reactants needed to synthesize it. The reactants are: C[O:2][C:3](=O)[C:4]1[C:9]([O:10][CH3:11])=[CH:8][C:7]([O:12][CH3:13])=[N:6][C:5]=1[CH3:14].[OH-].[Li+].COC1C(C(O)=O)=C(C)[N:23]=C(OC)C=1.C(Cl)(=O)C(Cl)=O.Cl.COC1C(C(Cl)=O)=C(C)N=C(OC)C=1.[OH-].[NH4+]. (4) The reactants are: [F:1][C:2]1[CH:3]=[N:4][C:5]([NH:13][C:14]2[CH:19]=[CH:18][C:17]([F:20])=[CH:16][CH:15]=2)=[C:6]([CH:12]=1)[C:7]([O:9]CC)=[O:8].[OH-].[K+]. Given the product [F:1][C:2]1[CH:3]=[N:4][C:5]([NH:13][C:14]2[CH:19]=[CH:18][C:17]([F:20])=[CH:16][CH:15]=2)=[C:6]([CH:12]=1)[C:7]([OH:9])=[O:8], predict the reactants needed to synthesize it. (5) Given the product [C:33]([C:37]1[CH:42]=[CH:41][C:40]([O:30][C:27]2[CH:28]=[CH:29][C:24](/[CH:23]=[CH:22]/[C:10]3[N:9]([CH2:8][C:7]4[CH:6]=[CH:5][C:4]([N+:1]([O-:3])=[O:2])=[CH:32][CH:31]=4)[CH:13]=[C:12]([C:14]4[CH:19]=[CH:18][C:17]([Cl:20])=[CH:16][C:15]=4[Cl:21])[N:11]=3)=[CH:25][CH:26]=2)=[CH:39][CH:38]=1)([CH3:36])([CH3:35])[CH3:34], predict the reactants needed to synthesize it. The reactants are: [N+:1]([C:4]1[CH:32]=[CH:31][C:7]([CH2:8][N:9]2[CH:13]=[C:12]([C:14]3[CH:19]=[CH:18][C:17]([Cl:20])=[CH:16][C:15]=3[Cl:21])[N:11]=[C:10]2/[CH:22]=[CH:23]/[C:24]2[CH:29]=[CH:28][C:27]([OH:30])=[CH:26][CH:25]=2)=[CH:6][CH:5]=1)([O-:3])=[O:2].[C:33]([C:37]1[CH:42]=[CH:41][C:40](B(O)O)=[CH:39][CH:38]=1)([CH3:36])([CH3:35])[CH3:34]. (6) Given the product [C:49]([CH2:48][C@H:47]([NH:46][C:43]([C:32]1[CH:33]=[C:34]([O:35][C:36]([N:38]2[CH2:42][CH2:41][CH2:40][CH2:39]2)=[O:37])[N:30]([C:25]2[CH:26]=[CH:27][CH:28]=[CH:29][C:24]=2[F:23])[N:31]=1)=[O:45])[C:52]1[CH:57]=[CH:56][CH:55]=[CH:54][C:53]=1[CH3:58])([OH:51])=[O:50], predict the reactants needed to synthesize it. The reactants are: [B-](F)(F)(F)F.CCOC(C(C#N)=NOC(N(C)C)=[N+](C)C)=O.[F:23][C:24]1[CH:29]=[CH:28][CH:27]=[CH:26][C:25]=1[N:30]1[C:34]([O:35][C:36]([N:38]2[CH2:42][CH2:41][CH2:40][CH2:39]2)=[O:37])=[CH:33][C:32]([C:43]([OH:45])=O)=[N:31]1.[NH2:46][C@H:47]([C:52]1[CH:57]=[CH:56][CH:55]=[CH:54][C:53]=1[CH3:58])[CH2:48][C:49]([OH:51])=[O:50]. (7) The reactants are: [CH2:1]([O:4][C:5]1[CH:10]=[CH:9][CH:8]=[CH:7][C:6]=1[CH:11]=[N:12]O)[CH:2]=[CH2:3].Cl. Given the product [CH2:1]([O:4][C:5]1[CH:10]=[CH:9][CH:8]=[CH:7][C:6]=1[CH2:11][NH2:12])[CH:2]=[CH2:3], predict the reactants needed to synthesize it. (8) Given the product [CH2:25]([O:24][C:20]1[C:18]2[N:19]=[C:15]([SH:52])[O:16][C:17]=2[CH:23]=[CH:22][CH:21]=1)[C:26]1[CH:31]=[CH:30][CH:29]=[CH:28][CH:27]=1, predict the reactants needed to synthesize it. The reactants are: C(OC(N1CCC(N[C:15]2[O:16][C:17]3[CH:23]=[CH:22][CH:21]=[C:20]([O:24][CH2:25][C:26]4[CH:31]=[CH:30][CH:29]=[CH:28][CH:27]=4)[C:18]=3[N:19]=2)CC1)=O)(C)(C)C.NC1C(OCC2C=CC=CC=2)=CC=CC=1O.CCOC([S-])=[S:52].[K+].